Dataset: Full USPTO retrosynthesis dataset with 1.9M reactions from patents (1976-2016). Task: Predict the reactants needed to synthesize the given product. (1) Given the product [CH2:21]([C:18]1[NH:19][CH:20]=[C:15]([CH:10]([N:5]2[CH2:6][CH2:7][N:2]([CH3:1])[CH2:3][CH2:4]2)[C:11]([F:14])([F:13])[F:12])[C:16](=[O:24])[C:17]=1[OH:23])[CH3:22], predict the reactants needed to synthesize it. The reactants are: [CH3:1][N:2]1[CH2:7][CH2:6][NH:5][CH2:4][CH2:3]1.Cl.Cl[CH:10]([C:15]1[C:16](=[O:24])[C:17]([OH:23])=[C:18]([CH2:21][CH3:22])[NH:19][CH:20]=1)[C:11]([F:14])([F:13])[F:12]. (2) Given the product [C:12]([O:16][C:17]([N:19]1[CH2:24][CH2:23][CH2:22][CH2:21][C@@H:20]1[C:25](=[O:27])[NH2:6])=[O:18])([CH3:15])([CH3:14])[CH3:13], predict the reactants needed to synthesize it. The reactants are: [Cl-].[NH4+].C([N:6](C(C)C)CC)(C)C.[C:12]([O:16][C:17]([N:19]1[CH2:24][CH2:23][CH2:22][CH2:21][C@@H:20]1[C:25]([OH:27])=O)=[O:18])([CH3:15])([CH3:14])[CH3:13].CN(C(ON1N=NC2C=CC=CC1=2)=[N+](C)C)C.[B-](F)(F)(F)F. (3) The reactants are: Cl[C:2]1[CH:7]=[N:6][CH:5]=[C:4]([Cl:8])[N:3]=1.[S:9]1[CH:13]=[CH:12][C:11](B(O)O)=[CH:10]1.C([O-])([O-])=O.[Na+].[Na+]. Given the product [Cl:8][C:4]1[CH:5]=[N:6][CH:7]=[C:2]([C:11]2[CH:12]=[CH:13][S:9][CH:10]=2)[N:3]=1, predict the reactants needed to synthesize it.